Dataset: Full USPTO retrosynthesis dataset with 1.9M reactions from patents (1976-2016). Task: Predict the reactants needed to synthesize the given product. Given the product [CH2:1]([O:3][C:4](=[O:30])[CH2:5][O:6][C:7]1[CH:12]=[CH:11][C:10]([S:13][C:14]2[CH:19]=[C:18]([C:20]#[C:21][C:22]3[CH:27]=[CH:26][CH:25]=[CH:24][CH:23]=3)[CH:17]=[C:16]([O:28][CH2:38][CH2:37][N:31]3[CH2:36][CH2:35][O:34][CH2:33][CH2:32]3)[CH:15]=2)=[CH:9][C:8]=1[CH3:29])[CH3:2], predict the reactants needed to synthesize it. The reactants are: [CH2:1]([O:3][C:4](=[O:30])[CH2:5][O:6][C:7]1[CH:12]=[CH:11][C:10]([S:13][C:14]2[CH:19]=[C:18]([C:20]#[C:21][C:22]3[CH:27]=[CH:26][CH:25]=[CH:24][CH:23]=3)[CH:17]=[C:16]([OH:28])[CH:15]=2)=[CH:9][C:8]=1[CH3:29])[CH3:2].[N:31]1([CH2:37][CH2:38]O)[CH2:36][CH2:35][O:34][CH2:33][CH2:32]1.C(P(CCCC)CCCC)CCC.N(C(N1CCCCC1)=O)=NC(N1CCCCC1)=O.